This data is from Forward reaction prediction with 1.9M reactions from USPTO patents (1976-2016). The task is: Predict the product of the given reaction. (1) Given the reactants Br[C:2]1[CH:3]=[C:4]([CH3:7])[S:5][CH:6]=1.[CH:8]([C:10]1[CH:15]=[CH:14][CH:13]=[CH:12][C:11]=1B(O)O)=[O:9].C(#N)C.C(=O)([O-])[O-].[Na+].[Na+], predict the reaction product. The product is: [CH3:7][C:4]1[S:5][CH:6]=[C:2]([C:11]2[CH:12]=[CH:13][CH:14]=[CH:15][C:10]=2[CH:8]=[O:9])[CH:3]=1. (2) Given the reactants [CH3:1][O:2][C:3]1[CH:8]=[C:7]([CH3:9])[C:6]([S:10]([N:13]([CH2:15][C:16]2[O:20][C:19]([C:21](OC)=[O:22])=[N:18][N:17]=2)[CH3:14])(=[O:12])=[O:11])=[C:5]([CH3:25])[CH:4]=1.[CH3:26][NH:27][CH2:28][C:29]1[CH:34]=[CH:33][CH:32]=[C:31]([CH2:35][N:36]2[CH2:40][CH2:39][CH2:38][CH2:37]2)[CH:30]=1.C[Al](C)C, predict the reaction product. The product is: [CH3:1][O:2][C:3]1[CH:8]=[C:7]([CH3:9])[C:6]([S:10]([N:13]([CH2:15][C:16]2[O:20][C:19]([C:21]([N:27]([CH3:26])[CH2:28][C:29]3[CH:34]=[CH:33][CH:32]=[C:31]([CH2:35][N:36]4[CH2:40][CH2:39][CH2:38][CH2:37]4)[CH:30]=3)=[O:22])=[N:18][N:17]=2)[CH3:14])(=[O:12])=[O:11])=[C:5]([CH3:25])[CH:4]=1. (3) Given the reactants CS(O[CH2:6][CH2:7][CH:8]([CH:29]1[CH2:31][CH2:30]1)[N:9]1[CH:13]=[C:12]([C:14]2[N:19]3[CH:20]=[CH:21][N:22]=[C:18]3[CH:17]=[C:16]([C:23]3[CH:24]=[N:25][N:26]([CH3:28])[CH:27]=3)[N:15]=2)[CH:11]=[N:10]1)(=O)=O.[F-:32].C([N+](CCCC)(CCCC)CCCC)CCC, predict the reaction product. The product is: [CH:29]1([CH:8]([N:9]2[CH:13]=[C:12]([C:14]3[N:19]4[CH:20]=[CH:21][N:22]=[C:18]4[CH:17]=[C:16]([C:23]4[CH:24]=[N:25][N:26]([CH3:28])[CH:27]=4)[N:15]=3)[CH:11]=[N:10]2)[CH2:7][CH2:6][F:32])[CH2:30][CH2:31]1.